This data is from Catalyst prediction with 721,799 reactions and 888 catalyst types from USPTO. The task is: Predict which catalyst facilitates the given reaction. (1) Reactant: C[O:2][C:3]([C:5]1[CH:6]=[CH:7][C:8]2[N:14]3[CH2:15][C@H:11]([CH2:12][CH2:13]3)[NH:10][C:9]=2[N:16]=1)=[O:4].[H-].[Na+].[N:19]1[CH:24]=[CH:23][CH:22]=[CH:21][C:20]=1[N:25]1C(=O)N2C=CC=CC2=N[C:26]1=[O:36].CO. Product: [N:19]1[CH:24]=[CH:23][CH:22]=[CH:21][C:20]=1[NH:25][C:26]([N:10]1[C@@H:11]2[CH2:15][N:14]([CH2:13][CH2:12]2)[C:8]2[CH:7]=[CH:6][C:5]([C:3]([OH:2])=[O:4])=[N:16][C:9]1=2)=[O:36]. The catalyst class is: 76. (2) Reactant: [F:1][C:2]1[CH:3]=[N:4][C:5]([C@@H:8]([NH2:10])[CH3:9])=[N:6][CH:7]=1.Cl[C:12]1[N:17]=[C:16]([NH:18][C:19]2[CH:23]=[C:22]([CH3:24])[NH:21][N:20]=2)[C:15]([CH3:25])=[CH:14][N:13]=1.CCN(C(C)C)C(C)C. Product: [F:1][C:2]1[CH:3]=[N:4][C:5]([C@@H:8]([NH:10][C:12]2[N:17]=[C:16]([NH:18][C:19]3[CH:23]=[C:22]([CH3:24])[NH:21][N:20]=3)[C:15]([CH3:25])=[CH:14][N:13]=2)[CH3:9])=[N:6][CH:7]=1. The catalyst class is: 114. (3) Reactant: [Br:1][C:2]1[CH:3]=[CH:4][C:5]([Cl:9])=[C:6]([OH:8])[CH:7]=1.C([O-])([O-])=O.[K+].[K+].Br[CH2:17][CH2:18][O:19][CH3:20]. Product: [Br:1][C:2]1[CH:3]=[CH:4][C:5]([Cl:9])=[C:6]([O:8][CH2:17][CH2:18][O:19][CH3:20])[CH:7]=1. The catalyst class is: 18. (4) Reactant: [NH2:1][C:2]1[S:3][C:4]2[CH:10]=[CH:9][CH:8]=[C:7]([O:11][CH3:12])[C:5]=2[N:6]=1.[CH3:13][C:14]1[S:18][C:17]([C:19](Cl)=[O:20])=[CH:16][CH:15]=1. Product: [CH3:12][O:11][C:7]1[C:5]2[N:6]=[C:2]([NH:1][C:19]([C:17]3[S:18][C:14]([CH3:13])=[CH:15][CH:16]=3)=[O:20])[S:3][C:4]=2[CH:10]=[CH:9][CH:8]=1. The catalyst class is: 17. (5) Reactant: [CH2:1]([O:3][C:4](=[O:32])[C:5]1[CH:10]=[CH:9][CH:8]=[C:7]([NH:11][C:12]2[N:17]=[C:16]([C:18]3[C:19]([C:23]4[CH:28]=[CH:27][C:26]([Cl:29])=[C:25]([O:30]C)[CH:24]=4)=[N:20][NH:21][CH:22]=3)[CH:15]=[CH:14][N:13]=2)[CH:6]=1)[CH3:2].B(Br)(Br)Br. Product: [CH2:1]([O:3][C:4](=[O:32])[C:5]1[CH:10]=[CH:9][CH:8]=[C:7]([NH:11][C:12]2[N:17]=[C:16]([C:18]3[C:19]([C:23]4[CH:28]=[CH:27][C:26]([Cl:29])=[C:25]([OH:30])[CH:24]=4)=[N:20][NH:21][CH:22]=3)[CH:15]=[CH:14][N:13]=2)[CH:6]=1)[CH3:2]. The catalyst class is: 2.